Dataset: Reaction yield outcomes from USPTO patents with 853,638 reactions. Task: Predict the reaction yield, written as a fraction of the theoretical maximum amount of product (1.0 means a 100% yield; for example, 0.34 means a 34% yield). The reactants are [CH3:1][O:2][C:3]([C:5]1[N:6]([CH2:13][C:14]2[CH:19]=[C:18]([F:20])[C:17]([F:21])=[C:16]([F:22])[CH:15]=2)[N:7]=[C:8]([N+:10]([O-])=O)[CH:9]=1)=[O:4]. The catalyst is CO.[Pd]. The product is [CH3:1][O:2][C:3]([C:5]1[N:6]([CH2:13][C:14]2[CH:19]=[C:18]([F:20])[C:17]([F:21])=[C:16]([F:22])[CH:15]=2)[N:7]=[C:8]([NH2:10])[CH:9]=1)=[O:4]. The yield is 0.800.